Dataset: HIV replication inhibition screening data with 41,000+ compounds from the AIDS Antiviral Screen. Task: Binary Classification. Given a drug SMILES string, predict its activity (active/inactive) in a high-throughput screening assay against a specified biological target. (1) The compound is CN1c2ccccc2NC(CC(=O)O)C2CC=CN21. The result is 0 (inactive). (2) The compound is C=C(CS(=O)(=O)c1ccccc1)C(=O)OCC. The result is 0 (inactive). (3) The compound is CC(=O)Oc1ccc2c(c1)Oc1cc(OC(C)=O)ccc1C21OC(=O)c2ccccc21. The result is 0 (inactive). (4) The drug is CCOC1C(Br)Cn2c(=O)c3cc4ccccc4cc3c(=O)n2C1C. The result is 0 (inactive). (5) The compound is O=C1C2C=CC1C1C(=O)OC(=O)C21. The result is 0 (inactive). (6) The result is 0 (inactive). The molecule is O=CNC=Cc1ccccc1. (7) The compound is CCCCCCCCC[n+]1cccc(C2C(C(=O)OCC)=C(C)NC(C)=C2C(=O)OCC)c1.[Br-]. The result is 0 (inactive). (8) The drug is CC(C)c1nc2c(c(=O)o1)CCS2. The result is 0 (inactive). (9) The compound is Oc1cc(N=Nc2ccc(Cl)cc2)nc(O)n1. The result is 0 (inactive). (10) The compound is Cc1nc2ccccc2c(=O)n1NC(=O)c1ccccc1O. The result is 0 (inactive).